Dataset: Reaction yield outcomes from USPTO patents with 853,638 reactions. Task: Predict the reaction yield, written as a fraction of the theoretical maximum amount of product (1.0 means a 100% yield; for example, 0.34 means a 34% yield). (1) The reactants are [Br:1][C:2]1[O:6][C:5]([CH:7](Br)[CH2:8][CH3:9])=[N:4][C:3]=1[C:11]1[CH:16]=[CH:15][C:14]([Cl:17])=[CH:13][CH:12]=1.C([O-])([O-])=O.[K+].[K+].[F:24][C:25]1[C:33]([OH:34])=[CH:32][CH:31]=[C:30]([F:35])[C:26]=1[C:27]([NH2:29])=[O:28]. The catalyst is CN(C=O)C. The product is [Br:1][C:2]1[O:6][C:5]([CH:7]([O:34][C:33]2[C:25]([F:24])=[C:26]([C:30]([F:35])=[CH:31][CH:32]=2)[C:27]([NH2:29])=[O:28])[CH2:8][CH3:9])=[N:4][C:3]=1[C:11]1[CH:16]=[CH:15][C:14]([Cl:17])=[CH:13][CH:12]=1. The yield is 0.540. (2) The reactants are Cl[C:2]1[C:3]2[N:10]([CH3:11])[CH:9]=[CH:8][C:4]=2[N:5]=[CH:6][N:7]=1.[OH:12][C:13]1[CH:14]=[C:15]([CH:19]=[CH:20][CH:21]=1)[C:16]([OH:18])=[O:17].C(=O)([O-])[O-].[Cs+].[Cs+]. The yield is 0.760. The product is [CH3:11][N:10]1[C:3]2[C:2]([O:12][C:13]3[CH:14]=[C:15]([CH:19]=[CH:20][CH:21]=3)[C:16]([OH:18])=[O:17])=[N:7][CH:6]=[N:5][C:4]=2[CH:8]=[CH:9]1. The catalyst is CS(C)=O. (3) The reactants are F[C:2]1[CH:3]=[C:4]([C:11]2[CH:16]=[CH:15][C:14]([C:17]([F:20])([F:19])[F:18])=[CH:13][CH:12]=2)[CH:5]=[CH:6][C:7]=1[N+:8]([O-:10])=[O:9].[CH2:21]([OH:25])[CH2:22][CH2:23][OH:24].[H-].[Na+].Cl. The catalyst is CN(C=O)C. The product is [N+:8]([C:7]1[CH:6]=[CH:5][C:4]([C:11]2[CH:16]=[CH:15][C:14]([C:17]([F:20])([F:19])[F:18])=[CH:13][CH:12]=2)=[CH:3][C:2]=1[O:24][CH2:23][CH2:22][CH2:21][OH:25])([O-:10])=[O:9]. The yield is 0.550. (4) The reactants are [CH2:1]([C:5]1[N:10]=[C:9]([CH3:11])[N:8]([CH2:12][CH:13]([OH:20])[C:14]2[CH:19]=[CH:18][CH:17]=[CH:16][CH:15]=2)[C:7](=[O:21])[C:6]=1[CH2:22][C:23]1[CH:28]=[CH:27][C:26]([C:29]2[CH:34]=[CH:33][CH:32]=[CH:31][C:30]=2[C:35]2[NH:39][C:38](=[O:40])[O:37][N:36]=2)=[CH:25][CH:24]=1)[CH2:2][CH2:3][CH3:4].CC(OI1(OC(C)=O)(OC(C)=O)OC(=O)C2C1=CC=CC=2)=O.C(=O)([O-])O.[Na+].S([O-])([O-])(=O)=S.[Na+].[Na+]. The catalyst is C(Cl)Cl. The product is [CH2:1]([C:5]1[N:10]=[C:9]([CH3:11])[N:8]([CH2:12][C:13](=[O:20])[C:14]2[CH:15]=[CH:16][CH:17]=[CH:18][CH:19]=2)[C:7](=[O:21])[C:6]=1[CH2:22][C:23]1[CH:24]=[CH:25][C:26]([C:29]2[CH:34]=[CH:33][CH:32]=[CH:31][C:30]=2[C:35]2[NH:39][C:38](=[O:40])[O:37][N:36]=2)=[CH:27][CH:28]=1)[CH2:2][CH2:3][CH3:4]. The yield is 0.780. (5) The reactants are C([NH:4][C:5]1[NH:6][C:7](=O)[C:8]2[N:14]=[C:13]([C:15]3[CH:20]=[CH:19][C:18]([F:21])=[C:17]([CH3:22])[CH:16]=3)[CH:12]=[CH:11][C:9]=2[N:10]=1)(=O)C.[NH:24]1[CH2:29][CH2:28][O:27][CH2:26][CH2:25]1.C1(C)C=CC(S(O)(=O)=O)=CC=1.S([O-])([O-])(=O)=O.[NH4+].[NH4+].C[Si](C)(C)N[Si](C)(C)C.[O-]CC.[Na+]. The catalyst is C1(C)C=CC=CC=1.ClCCl.C(O)C. The product is [NH2:4][C:5]1[N:6]=[C:7]([N:24]2[CH2:29][CH2:28][O:27][CH2:26][CH2:25]2)[C:8]2[N:14]=[C:13]([C:15]3[CH:20]=[CH:19][C:18]([F:21])=[C:17]([CH3:22])[CH:16]=3)[CH:12]=[CH:11][C:9]=2[N:10]=1. The yield is 0.250. (6) The reactants are [CH2:1]([O:8][C:9](=[O:18])[NH:10][C:11]1[C:12](=[O:17])[NH:13][CH:14]=[CH:15][CH:16]=1)[C:2]1[CH:7]=[CH:6][CH:5]=[CH:4][CH:3]=1.C1C(=O)N([I:26])C(=O)C1. The catalyst is C(Cl)Cl. The product is [CH2:1]([O:8][C:9](=[O:18])[NH:10][C:11]1[C:12](=[O:17])[NH:13][CH:14]=[C:15]([I:26])[CH:16]=1)[C:2]1[CH:3]=[CH:4][CH:5]=[CH:6][CH:7]=1. The yield is 0.460. (7) The reactants are [NH2:1][C:2]1[CH:3]=[C:4]([OH:8])[CH:5]=[CH:6][CH:7]=1.C(=O)(O)[O-].[Na+].Br[CH2:15][CH2:16][CH2:17][CH2:18][CH2:19]Br.O. The catalyst is C1(C)C=CC=CC=1.C(OCC)(=O)C. The product is [N:1]1([C:2]2[CH:3]=[C:4]([OH:8])[CH:5]=[CH:6][CH:7]=2)[CH2:19][CH2:18][CH2:17][CH2:16][CH2:15]1. The yield is 0.730. (8) The reactants are B(Br)(Br)Br.C[O:6][C:7]1[CH:34]=[CH:33][C:10]2[CH2:11][C@@H:12]([CH2:28][C:29]([O:31][CH3:32])=[O:30])[C:13](=[O:27])[N:14]([CH2:16][C:17]3[CH:22]=[CH:21][C:20]([C:23]([F:26])([F:25])[F:24])=[CH:19][CH:18]=3)[CH2:15][C:9]=2[CH:8]=1. The product is [OH:6][C:7]1[CH:34]=[CH:33][C:10]2[CH2:11][C@@H:12]([CH2:28][C:29]([O:31][CH3:32])=[O:30])[C:13](=[O:27])[N:14]([CH2:16][C:17]3[CH:18]=[CH:19][C:20]([C:23]([F:26])([F:24])[F:25])=[CH:21][CH:22]=3)[CH2:15][C:9]=2[CH:8]=1. The catalyst is C(Cl)Cl. The yield is 0.920.